This data is from Peptide-MHC class I binding affinity with 185,985 pairs from IEDB/IMGT. The task is: Regression. Given a peptide amino acid sequence and an MHC pseudo amino acid sequence, predict their binding affinity value. This is MHC class I binding data. (1) The peptide sequence is MLRVYNNTA. The MHC is HLA-B15:01 with pseudo-sequence HLA-B15:01. The binding affinity (normalized) is 0.516. (2) The MHC is HLA-A31:01 with pseudo-sequence HLA-A31:01. The peptide sequence is LHYEGGAAL. The binding affinity (normalized) is 0.